Task: Predict which catalyst facilitates the given reaction.. Dataset: Catalyst prediction with 721,799 reactions and 888 catalyst types from USPTO (1) Product: [C:26]1([C:2]2[CH:7]=[CH:6][CH:5]=[C:4]([C:35]3[CH:40]=[CH:39][CH:38]=[CH:37][CH:36]=3)[C:3]=2[C:9]2[N:13]3[C:14]4[CH:15]=[CH:16][CH:17]=[CH:18][C:19]=4[C:20]4[CH:21]=[CH:22][CH:23]=[CH:24][C:25]=4[C:12]3=[N:11][CH:10]=2)[CH:31]=[CH:30][CH:29]=[CH:28][CH:27]=1. Reactant: Cl[C:2]1[CH:7]=[CH:6][CH:5]=[C:4](Cl)[C:3]=1[C:9]1[N:13]2[C:14]3[CH:15]=[CH:16][CH:17]=[CH:18][C:19]=3[C:20]3[CH:21]=[CH:22][CH:23]=[CH:24][C:25]=3[C:12]2=[N:11][CH:10]=1.[C:26]1(B(O)O)[CH:31]=[CH:30][CH:29]=[CH:28][CH:27]=1.[CH:35]1(P([CH:35]2[CH2:40][CH2:39][CH2:38][CH2:37][CH2:36]2)C2C=CC=CC=2C2C(OC)=CC=CC=2OC)[CH2:40][CH2:39][CH2:38][CH2:37][CH2:36]1.[O-]P([O-])([O-])=O.[K+].[K+].[K+]. The catalyst class is: 718. (2) Reactant: [NH2:1][C:2]1[CH:7]=[CH:6][C:5]([C:8]2[O:12][CH:11]=[N:10][CH:9]=2)=[C:4]([O:13][CH3:14])[CH:3]=1.C(N(CC)CC)C.[Cl:22][CH2:23][C:24](Cl)=[O:25]. Product: [Cl:22][CH2:23][C:24]([NH:1][C:2]1[CH:7]=[CH:6][C:5]([C:8]2[O:12][CH:11]=[N:10][CH:9]=2)=[C:4]([O:13][CH3:14])[CH:3]=1)=[O:25]. The catalyst class is: 4. (3) Reactant: [NH2:1][C:2]1[C:7]([F:8])=[CH:6][CH:5]=[CH:4][N:3]=1.C([Li])CCC.[I:14]I. Product: [F:8][C:7]1[C:2]([NH2:1])=[N:3][CH:4]=[CH:5][C:6]=1[I:14]. The catalyst class is: 1. (4) Reactant: [NH2:1][C:2]1[CH:3]=[C:4]([CH:10]=[CH:11][C:12]=1[CH3:13])[C:5]([NH:7][O:8][CH3:9])=[O:6].[N:14]([O-])=O.[Na+].[Sn](Cl)Cl. Product: [NH:1]([C:2]1[CH:3]=[C:4]([CH:10]=[CH:11][C:12]=1[CH3:13])[C:5]([NH:7][O:8][CH3:9])=[O:6])[NH2:14]. The catalyst class is: 223. (5) Reactant: [CH3:1][O:2][C:3](=[O:14])[C:4]1[CH:9]=[CH:8][C:7]([C:10](=O)[CH2:11]Br)=[CH:6][CH:5]=1.[NH2:15][C:16]([NH2:18])=[S:17].C(O)(C)C.C(=O)([O-])[O-].[Na+].[Na+]. Product: [CH3:1][O:2][C:3](=[O:14])[C:4]1[CH:9]=[CH:8][C:7]([C:10]2[N:15]=[C:16]([NH2:18])[S:17][CH:11]=2)=[CH:6][CH:5]=1. The catalyst class is: 6. (6) The catalyst class is: 143. Product: [CH3:12][O:13][C:14]1[N:19]=[CH:18][C:17]([N:20]2[C:24]([C:25]3[CH:30]=[CH:29][CH:28]=[CH:27][N:26]=3)=[CH:23][C:22]([C:31]([N:33]3[CH2:38][CH2:37][CH2:36][CH2:35][N:34]3[C:8](=[O:10])[CH3:9])=[O:32])=[N:21]2)=[CH:16][CH:15]=1. Reactant: C(N(CC)CC)C.[C:8](Cl)(=[O:10])[CH3:9].[CH3:12][O:13][C:14]1[N:19]=[CH:18][C:17]([N:20]2[C:24]([C:25]3[CH:30]=[CH:29][CH:28]=[CH:27][N:26]=3)=[CH:23][C:22]([C:31]([N:33]3[CH2:38][CH2:37][CH2:36][CH2:35][NH:34]3)=[O:32])=[N:21]2)=[CH:16][CH:15]=1.